This data is from Forward reaction prediction with 1.9M reactions from USPTO patents (1976-2016). The task is: Predict the product of the given reaction. (1) Given the reactants OC(C(F)(F)F)=O.[Br:8][C:9]1[CH:10]=[C:11]2[C:16]([NH:17][CH:18]3[CH2:23][CH2:22][NH:21][CH2:20][C:19]3([CH3:25])[CH3:24])=[C:15]([C:26]([NH2:28])=[O:27])[CH:14]=[N:13][N:12]2[CH:29]=1.Cl[C:31]1[N:36]=[N:35][C:34]([C:37]#[N:38])=[CH:33][CH:32]=1.C(N(CC)C(C)C)(C)C, predict the reaction product. The product is: [Br:8][C:9]1[CH:10]=[C:11]2[C:16]([NH:17][CH:18]3[CH2:23][CH2:22][N:21]([C:31]4[N:36]=[N:35][C:34]([C:37]#[N:38])=[CH:33][CH:32]=4)[CH2:20][C:19]3([CH3:25])[CH3:24])=[C:15]([C:26]([NH2:28])=[O:27])[CH:14]=[N:13][N:12]2[CH:29]=1. (2) The product is: [CH2:10]([O:14][CH2:15][CH2:16][O:17][CH:18]([O:6][C:5](=[O:7])[CH2:4][CH2:3][CH2:2][C:1]([O:9][CH:18]([O:17][CH2:16][CH2:15][O:14][CH2:10][CH:11]1[O:13][CH2:12]1)[CH3:19])=[O:8])[CH3:19])[CH:11]1[O:13][CH2:12]1. Given the reactants [C:1]([OH:9])(=[O:8])[CH2:2][CH2:3][CH2:4][C:5]([OH:7])=[O:6].[CH2:10]([O:14][CH2:15][CH2:16][O:17][CH:18]=[CH2:19])[CH:11]1[O:13][CH2:12]1, predict the reaction product. (3) Given the reactants S(=O)(=O)(O)O.[Cl:6][C:7]1[CH:12]=[CH:11][C:10]([CH2:13][C:14]([OH:16])=[O:15])=[C:9]([F:17])[CH:8]=1.[CH2:18](O)[CH3:19], predict the reaction product. The product is: [Cl:6][C:7]1[CH:12]=[CH:11][C:10]([CH2:13][C:14]([O:16][CH2:18][CH3:19])=[O:15])=[C:9]([F:17])[CH:8]=1. (4) Given the reactants [Cl:1][C:2]1[CH:7]=[CH:6][CH:5]=[CH:4][C:3]=1[C:8]1[CH:16]=[CH:15][CH:14]=[C:13]2[C:9]=1[C:10]([NH2:17])=[N:11][NH:12]2.CC1(C)OC(=O)[CH:22]([C:26]([CH:28]2[CH2:33][CH2:32][N:31]([C:34]([O:36][C:37]([CH3:40])([CH3:39])[CH3:38])=[O:35])[CH2:30][CH2:29]2)=O)[C:21](=O)[O:20]1.P([O-])([O-])([O-])=O.[K+].[K+].[K+], predict the reaction product. The product is: [Cl:1][C:2]1[CH:7]=[CH:6][CH:5]=[CH:4][C:3]=1[C:8]1[C:9]2[C:13]([CH:14]=[CH:15][CH:16]=1)=[N:12][N:11]1[C:26]([CH:28]3[CH2:33][CH2:32][N:31]([C:34]([O:36][C:37]([CH3:40])([CH3:39])[CH3:38])=[O:35])[CH2:30][CH2:29]3)=[CH:22][C:21](=[O:20])[NH:17][C:10]=21.